This data is from Forward reaction prediction with 1.9M reactions from USPTO patents (1976-2016). The task is: Predict the product of the given reaction. (1) Given the reactants Br[C:2]1[CH:3]=[CH:4][C:5]2[C:6]3[N:15]([CH2:16][CH2:17][CH2:18][O:19][CH:20]([CH3:22])[CH3:21])[C:14]([CH2:23][O:24][CH2:25][CH3:26])=[N:13][C:7]=3[C:8]([NH2:12])=[N:9][C:10]=2[CH:11]=1.[NH:27]1[CH:32]=[CH:31][CH:30]=[CH:29][C:28]1=[O:33].CNCCNC.P([O-])([O-])([O-])=O.[K+].[K+].[K+], predict the reaction product. The product is: [NH2:12][C:8]1[C:7]2[N:13]=[C:14]([CH2:23][O:24][CH2:25][CH3:26])[N:15]([CH2:16][CH2:17][CH2:18][O:19][CH:20]([CH3:22])[CH3:21])[C:6]=2[C:5]2[CH:4]=[CH:3][C:2]([N:27]3[CH:32]=[CH:31][CH:30]=[CH:29][C:28]3=[O:33])=[CH:11][C:10]=2[N:9]=1. (2) Given the reactants [NH2:1][C:2]1[N:6]([CH:7]2[CH2:11][CH2:10][CH2:9][CH2:8]2)[N:5]=[C:4]([CH2:12][CH3:13])[C:3]=1[C:14]([OH:16])=O.N1C=CC=N1.O=S(Cl)Cl.Cl.[NH2:27][CH2:28][C:29]([C:31]1[CH:36]=[CH:35][CH:34]=[CH:33][CH:32]=1)=O.C(N(CC)CC)C, predict the reaction product. The product is: [CH:7]1([N:6]2[C:2]3[N:1]=[C:29]([C:31]4[CH:36]=[CH:35][CH:34]=[CH:33][CH:32]=4)[CH2:28][NH:27][C:14](=[O:16])[C:3]=3[C:4]([CH2:12][CH3:13])=[N:5]2)[CH2:8][CH2:9][CH2:10][CH2:11]1. (3) Given the reactants [CH2:1]([O:3][C:4](=[O:30])[CH2:5][C:6](=[O:29])/[CH:7]=[CH:8]/[C:9]1[C:10]([CH:26]2[CH2:28][CH2:27]2)=[N:11][C:12]2[C:17]([C:18]=1[C:19]1[CH:24]=[CH:23][C:22]([F:25])=[CH:21][CH:20]=1)=[CH:16][CH:15]=[CH:14][CH:13]=2)[CH3:2], predict the reaction product. The product is: [CH2:1]([O:3][C:4](=[O:30])[CH2:5][CH:6]([OH:29])/[CH:7]=[CH:8]/[C:9]1[C:10]([CH:26]2[CH2:28][CH2:27]2)=[N:11][C:12]2[C:17]([C:18]=1[C:19]1[CH:24]=[CH:23][C:22]([F:25])=[CH:21][CH:20]=1)=[CH:16][CH:15]=[CH:14][CH:13]=2)[CH3:2].